Dataset: Reaction yield outcomes from USPTO patents with 853,638 reactions. Task: Predict the reaction yield, written as a fraction of the theoretical maximum amount of product (1.0 means a 100% yield; for example, 0.34 means a 34% yield). (1) The reactants are S(Cl)(Cl)=O.C(N(C(C)C)C(C)C)C.[CH:14]1([NH:20][C:21]2[CH:26]=[CH:25][CH:24]=[CH:23][N:22]=2)[CH2:19][CH2:18][CH2:17][CH2:16][CH2:15]1.[CH3:27][CH:28]1[CH2:32][CH2:31][CH2:30][O:29]1.[C:33]1([CH3:39])[CH:38]=CC=[CH:35][CH:34]=1. The catalyst is O. The product is [CH:14]1([N:20]([C:21]2[CH:26]=[CH:25][CH:24]=[CH:23][N:22]=2)[C:30](=[O:29])/[CH:31]=[CH:32]/[C:28]2[CH:35]=[CH:34][C:33]([CH3:39])=[CH:38][CH:27]=2)[CH2:19][CH2:18][CH2:17][CH2:16][CH2:15]1. The yield is 0.620. (2) The reactants are [H-].C([Al+]CC(C)C)C(C)C.C(O[C:14](=O)[CH:15]([CH:21]([CH3:23])[CH3:22])[C:16]([O:18][CH2:19][CH3:20])=[O:17])C.[F:25][C:26]1[CH:33]=[CH:32][C:29]([CH2:30][NH2:31])=[CH:28][CH:27]=1.C([BH3-])#N.[Na+]. The catalyst is C1(C)C=CC=CC=1.ClCCl.C(O)C.C(O)(=O)C. The product is [CH2:19]([O:18][C:16](=[O:17])[CH:15]([CH2:14][NH:31][CH2:30][C:29]1[CH:32]=[CH:33][C:26]([F:25])=[CH:27][CH:28]=1)[CH:21]([CH3:22])[CH3:23])[CH3:20]. The yield is 0.420. (3) The reactants are C(Cl)(=O)C(Cl)=O.[CH2:7]([C:14]1[CH:15]=[C:16]([CH2:21][CH:22]([O:26][CH2:27][CH3:28])[C:23]([OH:25])=[O:24])[CH:17]=[CH:18][C:19]=1[OH:20])[C:8]1[CH:13]=[CH:12][CH:11]=[CH:10][CH:9]=1.CN(C=O)C.[CH2:34](O)[C:35]1[CH:40]=[CH:39][CH:38]=[CH:37][CH:36]=1. The catalyst is C(Cl)Cl. The product is [CH2:34]([O:24][C:23](=[O:25])[CH:22]([O:26][CH2:27][CH3:28])[CH2:21][C:16]1[CH:17]=[CH:18][C:19]([OH:20])=[C:14]([CH2:7][C:8]2[CH:13]=[CH:12][CH:11]=[CH:10][CH:9]=2)[CH:15]=1)[C:35]1[CH:40]=[CH:39][CH:38]=[CH:37][CH:36]=1. The yield is 0.368. (4) The product is [C:26]([C:28]1[CH:33]=[C:32]([C:34]([F:37])([F:36])[F:35])[CH:31]=[CH:30][C:29]=1[N:38]1[CH2:43][CH2:42][O:41][C:40]2[CH:44]=[C:45]([S:49]([NH:8][C:9]3[S:10][CH:11]=[CH:12][N:13]=3)(=[O:51])=[O:50])[CH:46]=[C:47]([F:48])[C:39]1=2)#[N:27]. The yield is 0.523. The reactants are COC1C=CC(C[NH:8][C:9]2[S:10][CH:11]=[CH:12][N:13]=2)=CC=1.C[Si]([N-][Si](C)(C)C)(C)C.[Li+].[C:26]([C:28]1[CH:33]=[C:32]([C:34]([F:37])([F:36])[F:35])[CH:31]=[CH:30][C:29]=1[N:38]1[CH2:43][CH2:42][O:41][C:40]2[CH:44]=[C:45]([S:49](Cl)(=[O:51])=[O:50])[CH:46]=[C:47]([F:48])[C:39]1=2)#[N:27].CO. The catalyst is C1COCC1.CO.O.